This data is from Forward reaction prediction with 1.9M reactions from USPTO patents (1976-2016). The task is: Predict the product of the given reaction. Given the reactants [CH2:1]([O:8][C:9]([NH:11][C@H:12]([C@H:16]([OH:18])[CH3:17])[C:13](O)=[O:14])=[O:10])[C:2]1[CH:7]=[CH:6][CH:5]=[CH:4][CH:3]=1.[CH3:19][N:20](C(ON1N=NC2C=CC=CC1=2)=[N+](C)C)[CH3:21].[B-](F)(F)(F)F.CCN(C(C)C)C(C)C.Cl.CNC, predict the reaction product. The product is: [CH2:1]([O:8][C:9](=[O:10])[NH:11][C@H:12]([C@H:16]([OH:18])[CH3:17])[C:13]([N:20]([CH3:21])[CH3:19])=[O:14])[C:2]1[CH:7]=[CH:6][CH:5]=[CH:4][CH:3]=1.